From a dataset of Forward reaction prediction with 1.9M reactions from USPTO patents (1976-2016). Predict the product of the given reaction. Given the reactants [Cl:1][C:2]1[C:3]([O:12][C:13]2[CH:18]=[C:17]([O:19][CH2:20][CH2:21][O:22][CH3:23])[CH:16]=[CH:15][C:14]=2[CH2:24][CH2:25][CH2:26][NH2:27])=[N:4][CH:5]=[C:6]([C:8]([F:11])([F:10])[F:9])[CH:7]=1.N1C=CC=CC=1.[C:34]1([CH2:40][CH2:41][CH2:42][S:43](Cl)(=[O:45])=[O:44])[CH:39]=[CH:38][CH:37]=[CH:36][CH:35]=1.Cl, predict the reaction product. The product is: [Cl:1][C:2]1[C:3]([O:12][C:13]2[CH:18]=[C:17]([O:19][CH2:20][CH2:21][O:22][CH3:23])[CH:16]=[CH:15][C:14]=2[CH2:24][CH2:25][CH2:26][NH:27][S:43]([CH2:42][CH2:41][CH2:40][C:34]2[CH:39]=[CH:38][CH:37]=[CH:36][CH:35]=2)(=[O:45])=[O:44])=[N:4][CH:5]=[C:6]([C:8]([F:9])([F:11])[F:10])[CH:7]=1.